Task: Predict the reaction yield, written as a fraction of the theoretical maximum amount of product (1.0 means a 100% yield; for example, 0.34 means a 34% yield).. Dataset: Reaction yield outcomes from USPTO patents with 853,638 reactions (1) The reactants are [NH2:1][C:2]1[CH:7]=[C:6](Cl)[CH:5]=[CH:4][N:3]=1.[F:9][C:10]1[CH:15]=[C:14]([N+:16]([O-:18])=[O:17])[CH:13]=[CH:12][C:11]=1[OH:19].C(N(CC)C(C)C)(C)C.C(OCC)(=O)C. The catalyst is CN1CCCC1=O. The product is [NH2:1][C:2]1[CH:7]=[C:6]([O:19][C:11]2[CH:12]=[CH:13][C:14]([N+:16]([O-:18])=[O:17])=[CH:15][C:10]=2[F:9])[CH:5]=[CH:4][N:3]=1. The yield is 0.200. (2) The reactants are [CH3:1][C:2]1[CH:3]=[CH:4][CH:5]=[C:6]2[C:11]=1[C:10](=[O:12])[N:9]([C:13]1[CH:18]=[CH:17][CH:16]=[CH:15][C:14]=1[CH3:19])[C:8]([CH:20]=[O:21])=[CH:7]2.O.[CH2:23]1COCC1. No catalyst specified. The yield is 0.710. The product is [OH:21][CH:20]([C:8]1[N:9]([C:13]2[CH:18]=[CH:17][CH:16]=[CH:15][C:14]=2[CH3:19])[C:10](=[O:12])[C:11]2[C:6]([CH:7]=1)=[CH:5][CH:4]=[CH:3][C:2]=2[CH3:1])[CH3:23]. (3) The reactants are [C:1]([O:5][C:6]([NH:8][C@H:9]([C:17]([OH:19])=[O:18])[CH2:10][C:11]1[CH:16]=[CH:15][CH:14]=[CH:13][CH:12]=1)=[O:7])([CH3:4])([CH3:3])[CH3:2].[CH2:20]=O. The catalyst is C1(C)C=CC(S([O-])(=O)=O)=CC=1.[NH+]1C=CC=CC=1.C1(C)C=CC=CC=1. The product is [C:1]([O:5][C:6]([N:8]1[C@@H:9]([CH2:10][C:11]2[CH:16]=[CH:15][CH:14]=[CH:13][CH:12]=2)[C:17](=[O:19])[O:18][CH2:20]1)=[O:7])([CH3:4])([CH3:2])[CH3:3]. The yield is 0.720. (4) The reactants are [OH2:1].O.O.C([O-])(=O)C.[Na+].[F:9][C:10]1[CH:11]=[CH:12][C:13]([OH:18])=[C:14]([CH:17]=1)[CH:15]=O.[NH2:19]O.Cl. The catalyst is O.C(O)C. The product is [F:9][C:10]1[CH:11]=[CH:12][C:13]([OH:18])=[C:14]([CH:17]=1)[CH:15]=[N:19][OH:1]. The yield is 0.830. (5) The reactants are [CH:1]1[C:2]([C:10]([O:12][CH3:13])=[O:11])=[CH:3][N:4]2[C:9]=1[CH2:8][CH2:7][CH2:6][CH2:5]2.I[CH2:15][C:16]#[N:17].OO. The catalyst is O.O.O.O.O.O.O.S([O-])([O-])(=O)=O.[Fe+2].CS(C)=O. The product is [C:16]([CH2:15][C:3]1[N:4]2[C:9]([CH2:8][CH2:7][CH2:6][CH2:5]2)=[CH:1][C:2]=1[C:10]([O:12][CH3:13])=[O:11])#[N:17]. The yield is 0.780. (6) The reactants are [F:1][C:2]1[C:3]([CH3:9])=[C:4]([CH:6]=[CH:7][CH:8]=1)[NH2:5].C1C(=O)N([Br:17])C(=O)C1.[O-]S([O-])(=S)=O.[Na+].[Na+]. The catalyst is CC#N. The product is [Br:17][C:8]1[CH:7]=[CH:6][C:4]([NH2:5])=[C:3]([CH3:9])[C:2]=1[F:1]. The yield is 0.667.